This data is from Full USPTO retrosynthesis dataset with 1.9M reactions from patents (1976-2016). The task is: Predict the reactants needed to synthesize the given product. (1) Given the product [Br:5][C:6]1[CH:7]=[CH:8][C:9]2[N:10]([CH3:21])[S:11](=[O:19])(=[O:20])[C:12]([CH3:18])([CH3:17])[C:13](=[N:3][O:2][CH3:1])[C:14]=2[N:15]=1, predict the reactants needed to synthesize it. The reactants are: [CH3:1][O:2][NH2:3].Cl.[Br:5][C:6]1[CH:7]=[CH:8][C:9]2[N:10]([CH3:21])[S:11](=[O:20])(=[O:19])[C:12]([CH3:18])([CH3:17])[C:13](=O)[C:14]=2[N:15]=1. (2) Given the product [C:44]([CH2:43][CH2:42][C:28]1[C:27]([CH2:26][CH2:25][CH2:24][CH2:23][CH2:22][CH2:21][O:20][C:18]2[CH:17]=[C:13]([C:14](=[O:15])[NH:50][CH3:49])[CH:12]=[C:11]([C:9]3[CH:8]=[CH:7][C:6]4[O:1][CH2:2][CH2:3][O:4][C:5]=4[CH:10]=3)[CH:19]=2)=[CH:32][CH:31]=[CH:30][C:29]=1[O:33][CH2:34][CH2:35][CH2:36][C:37]([OH:39])=[O:38])([OH:46])=[O:45], predict the reactants needed to synthesize it. The reactants are: [O:1]1[C:6]2[CH:7]=[CH:8][C:9]([C:11]3[CH:12]=[C:13]([CH:17]=[C:18]([O:20][CH2:21][CH2:22][CH2:23][CH2:24][CH2:25][CH2:26][C:27]4[CH:32]=[CH:31][CH:30]=[C:29]([O:33][CH2:34][CH2:35][CH2:36][C:37]([O:39]CC)=[O:38])[C:28]=4[CH2:42][CH2:43][C:44]([O:46]CC)=[O:45])[CH:19]=3)[C:14](O)=[O:15])=[CH:10][C:5]=2[O:4][CH2:3][CH2:2]1.[CH3:49][NH2:50]. (3) Given the product [OH:33][CH2:30][C:31]([NH:1][CH2:2][CH:3]([OH:29])[CH2:4][O:5][C:6]1[C:11]([CH3:12])=[CH:10][C:9]([C:13]2[N:17]=[C:16]([C:18]3[CH:23]=[CH:22][C:21]([O:24][CH:25]([CH3:26])[CH3:27])=[CH:20][CH:19]=3)[O:15][N:14]=2)=[CH:8][C:7]=1[CH3:28])=[O:32], predict the reactants needed to synthesize it. The reactants are: [NH2:1][CH2:2][CH:3]([OH:29])[CH2:4][O:5][C:6]1[C:11]([CH3:12])=[CH:10][C:9]([C:13]2[N:17]=[C:16]([C:18]3[CH:23]=[CH:22][C:21]([O:24][CH:25]([CH3:27])[CH3:26])=[CH:20][CH:19]=3)[O:15][N:14]=2)=[CH:8][C:7]=1[CH3:28].[C:30](O)(=[O:33])[CH2:31][OH:32].CCN(C(C)C)C(C)C.CN(C(ON1N=NC2C=CC=CC1=2)=[N+](C)C)C.[B-](F)(F)(F)F. (4) Given the product [CH3:13][O:14][C:23]1[C:24]([CH2:27][C:28]([OH:30])=[O:29])=[N:25][CH:26]=[C:21]([N:16]2[CH:20]=[N:19][N:18]=[N:17]2)[CH:22]=1, predict the reactants needed to synthesize it. The reactants are: N1(C2N=CC(C[C:13](O)=[O:14])=CC=2)C=NN=N1.[N:16]1([C:21]2[CH:22]=[CH:23][C:24]([CH2:27][C:28]([OH:30])=[O:29])=[N:25][CH:26]=2)[CH:20]=[N:19][N:18]=[N:17]1.ClC1C(OC)=CC([N+]([O-])=O)=CN=1.